From a dataset of Full USPTO retrosynthesis dataset with 1.9M reactions from patents (1976-2016). Predict the reactants needed to synthesize the given product. (1) Given the product [C:1]1([S:7]([N:10]2[C:14]3=[N:15][CH:16]=[C:17]([N+:20]([O-:22])=[O:21])[C:18]([NH:32][C@H:33]4[CH2:38][CH2:37][C@H:36]([OH:39])[CH2:35][CH2:34]4)=[C:13]3[CH:12]=[CH:11]2)(=[O:9])=[O:8])[CH:6]=[CH:5][CH:4]=[CH:3][CH:2]=1, predict the reactants needed to synthesize it. The reactants are: [C:1]1([S:7]([N:10]2[C:14]3=[N:15][CH:16]=[C:17]([N+:20]([O-:22])=[O:21])[C:18](Cl)=[C:13]3[CH:12]=[CH:11]2)(=[O:9])=[O:8])[CH:6]=[CH:5][CH:4]=[CH:3][CH:2]=1.CCN(C(C)C)C(C)C.[NH2:32][C@H:33]1[CH2:38][CH2:37][C@H:36]([OH:39])[CH2:35][CH2:34]1. (2) Given the product [NH2:9][C:8]1[CH:10]=[C:11](/[CH:23]=[CH:22]/[CH2:21][C:20]([O:19][C:15]([CH3:18])([CH3:17])[CH3:16])=[O:24])[CH:12]=[CH:13][C:7]=1[C:1]1[CH:6]=[CH:5][CH:4]=[CH:3][CH:2]=1, predict the reactants needed to synthesize it. The reactants are: [C:1]1([C:7]2[CH:13]=[C:12](Br)[CH:11]=[CH:10][C:8]=2[NH2:9])[CH:6]=[CH:5][CH:4]=[CH:3][CH:2]=1.[C:15]([O:19][C:20](=[O:24])[CH2:21][CH:22]=[CH2:23])([CH3:18])([CH3:17])[CH3:16].C1(C)C=CC=CC=1P(C1C=CC=CC=1C)C1C=CC=CC=1C.C(N(C(C)C)CC)(C)C. (3) Given the product [NH2:7][CH2:8][CH2:9][CH2:10][N:11]1[C:20]2[CH:19]=[CH:18][C:17]([C:21]3[CH:26]=[CH:25][C:24]([C:27]#[N:28])=[CH:23][CH:22]=3)=[CH:16][C:15]=2[C:14]2=[N:29][NH:30][C:31]([CH3:32])=[C:13]2[C:12]1=[O:39], predict the reactants needed to synthesize it. The reactants are: C(OC(=O)[NH:7][CH2:8][CH2:9][CH2:10][N:11]1[C:20]2[CH:19]=[CH:18][C:17]([C:21]3[CH:26]=[CH:25][C:24]([C:27]#[N:28])=[CH:23][CH:22]=3)=[CH:16][C:15]=2[C:14]2=[N:29][N:30](C3CCCCO3)[C:31]([CH3:32])=[C:13]2[C:12]1=[O:39])(C)(C)C.Cl. (4) Given the product [NH2:11][C@H:12]1[CH2:17][CH2:16][N:15]([C:18]2[CH:19]=[C:20]([CH:25]=[CH:26][CH:27]=2)[C:21]([O:23][CH3:24])=[O:22])[CH2:14][C@H:13]1[O:28][CH2:29][CH3:30], predict the reactants needed to synthesize it. The reactants are: C(OC([NH:11][C@H:12]1[CH2:17][CH2:16][N:15]([C:18]2[CH:19]=[C:20]([CH:25]=[CH:26][CH:27]=2)[C:21]([O:23][CH3:24])=[O:22])[CH2:14][C@H:13]1[O:28][CH2:29][CH3:30])=O)C1C=CC=CC=1. (5) The reactants are: [C:1]([C:4]1[CH:10]=[CH:9][C:7](N)=[C:6]([F:11])[CH:5]=1)(=[O:3])[CH3:2].Cl.[N+:13]([O-])([O-])=O.[Na+].[S:18](=[O:20])=[O:19]. Given the product [C:1]([C:4]1[CH:10]=[CH:9][C:7]([S:18]([NH2:13])(=[O:20])=[O:19])=[C:6]([F:11])[CH:5]=1)(=[O:3])[CH3:2], predict the reactants needed to synthesize it.